This data is from Forward reaction prediction with 1.9M reactions from USPTO patents (1976-2016). The task is: Predict the product of the given reaction. (1) Given the reactants [CH3:1][N:2]([C:11]1[CH:12]=[CH:13][CH:14]=[C:15]2[C:19]=1[NH:18][C:17]([C:20]1[S:21][C:22]3([CH2:29][CH2:28][NH:27][CH2:26][CH2:25]3)[CH2:23][N:24]=1)=[CH:16]2)[S:3]([C:6]1[S:7][CH:8]=[CH:9][CH:10]=1)(=[O:5])=[O:4].[CH3:30][N:31]1[CH:35]=[CH:34][N:33]=[C:32]1[CH:36]=O.C(O[BH-](OC(=O)C)OC(=O)C)(=O)C.[Na+].O, predict the reaction product. The product is: [CH3:1][N:2]([C:11]1[CH:12]=[CH:13][CH:14]=[C:15]2[C:19]=1[NH:18][C:17]([C:20]1[S:21][C:22]3([CH2:29][CH2:28][N:27]([CH2:36][C:32]4[N:31]([CH3:30])[CH:35]=[CH:34][N:33]=4)[CH2:26][CH2:25]3)[CH2:23][N:24]=1)=[CH:16]2)[S:3]([C:6]1[S:7][CH:8]=[CH:9][CH:10]=1)(=[O:4])=[O:5]. (2) Given the reactants [CH2:1]([NH:3][CH2:4][CH3:5])[CH3:2].C[N:7](C)[C:8](=O)[CH3:9].[I-].[Na+].C[N:15](C)[C:16](=O)[CH3:17].Br[C:21]1[S:29][C:28]2[C:27](=[O:30])[NH:26][C:25]([CH2:31]Cl)=[N:24][C:23]=2[CH:22]=1.CN(C)C(=O)C.C(=O)([O-])[O-].[K+].[K+], predict the reaction product. The product is: [CH2:1]([N:3]([CH2:31][C:25]1[NH:26][C:27](=[O:30])[C:28]2[S:29][C:21]([C:9]3[CH:8]=[N:7][NH:15][C:16]=3[CH3:17])=[CH:22][C:23]=2[N:24]=1)[CH2:4][CH3:5])[CH3:2]. (3) Given the reactants Cl[C:2]1[N:7]=[C:6]([NH:8][CH2:9][CH2:10][NH:11][C:12]2[CH:17]=[CH:16][C:15]([C:18]#[N:19])=[CH:14][N:13]=2)[N:5]2[CH:20]=[C:21]([C:23]([O:25]CC)=[O:24])[N:22]=[C:4]2[CH:3]=1.[Cl:28][C:29]1[CH:34]=[C:33]([Cl:35])[CH:32]=[CH:31][C:30]=1B(O)O.C(=O)([O-])[O-].[K+].[K+].COCCOC, predict the reaction product. The product is: [C:18]([C:15]1[CH:16]=[CH:17][C:12]([NH:11][CH2:10][CH2:9][NH:8][C:6]2[N:5]3[CH:20]=[C:21]([C:23]([OH:25])=[O:24])[N:22]=[C:4]3[CH:3]=[C:2]([C:32]3[CH:31]=[CH:30][C:29]([Cl:28])=[CH:34][C:33]=3[Cl:35])[N:7]=2)=[N:13][CH:14]=1)#[N:19]. (4) Given the reactants [O:1]=[C:2]1[CH2:7][NH:6][CH2:5][CH2:4][N:3]1[CH:8]1[CH2:17][CH2:16][C:15]2[CH:14]=[C:13]([C:18]#[N:19])[CH:12]=[CH:11][C:10]=2[CH2:9]1.O=[C:21]1[CH2:30][CH2:29][C:28]2[CH:27]=[C:26]([C:31]#[N:32])[CH:25]=[CH:24][C:23]=2[CH2:22]1, predict the reaction product. The product is: [O:1]=[C:2]1[CH2:7][N:6]([CH:21]2[CH2:30][CH2:29][C:28]3[CH:27]=[C:26]([C:31]#[N:32])[CH:25]=[CH:24][C:23]=3[CH2:22]2)[CH2:5][CH2:4][N:3]1[CH:8]1[CH2:17][CH2:16][C:15]2[CH:14]=[C:13]([C:18]#[N:19])[CH:12]=[CH:11][C:10]=2[CH2:9]1.